Dataset: Reaction yield outcomes from USPTO patents with 853,638 reactions. Task: Predict the reaction yield, written as a fraction of the theoretical maximum amount of product (1.0 means a 100% yield; for example, 0.34 means a 34% yield). (1) The reactants are [CH3:1][C:2]1[N:6]([CH2:7][C:8]2[CH:13]=[CH:12][CH:11]=[C:10]([C:14]([F:17])([F:16])[F:15])[C:9]=2[CH3:18])[C:5]2[CH:19]=[C:20]([N:26]3[CH2:31][CH2:30][O:29][CH2:28][CH2:27]3)[CH:21]=[C:22]([C:23]([OH:25])=[O:24])[C:4]=2[N:3]=1.O.[CH2:33]([OH:40])[C:34]([NH2:39])([CH2:37][OH:38])[CH2:35][OH:36]. The catalyst is CO. The product is [CH3:1][C:2]1[N:6]([CH2:7][C:8]2[CH:13]=[CH:12][CH:11]=[C:10]([C:14]([F:16])([F:15])[F:17])[C:9]=2[CH3:18])[C:5]2[CH:19]=[C:20]([N:26]3[CH2:27][CH2:28][O:29][CH2:30][CH2:31]3)[CH:21]=[C:22]([C:23]([OH:25])=[O:24])[C:4]=2[N:3]=1.[NH2:39][C:34]([CH2:37][OH:38])([CH2:35][OH:36])[CH2:33][OH:40]. The yield is 0.930. (2) The reactants are [C:1]1([S:11][C:12]2[NH:13][C:14]3[CH:19]=[CH:18][N:17]=[C:16]([NH2:20])[C:15]=3[N:21]=2)[C:10]2[C:5](=[CH:6][CH:7]=[CH:8][CH:9]=2)[CH:4]=[CH:3][CH:2]=1.C([O-])([O-])=O.[Cs+].[Cs+].[Br:28][CH2:29][CH2:30][CH2:31]Br. The catalyst is CN(C=O)C. The product is [Br:28][CH2:29][CH2:30][CH2:31][N:13]1[C:14]2[CH:19]=[CH:18][N:17]=[C:16]([NH2:20])[C:15]=2[N:21]=[C:12]1[S:11][C:1]1[C:10]2[C:5](=[CH:6][CH:7]=[CH:8][CH:9]=2)[CH:4]=[CH:3][CH:2]=1. The yield is 0.550. (3) The reactants are C[O:2][C:3](=[O:36])[C@@H:4]([NH:14][C:15]([C:17]1[C:18]([CH3:35])=[N:19][C:20]([NH:24][CH2:25][CH2:26][CH2:27][C:28]2[CH:33]=[CH:32][CH:31]=[C:30]([OH:34])[CH:29]=2)=[N:21][C:22]=1[CH3:23])=[O:16])[CH2:5][NH:6][C:7](C1SC=CC=1)=[O:8].O.[OH-].[Li+].[S:40]([O-])(O)(=O)=O.[K+].[CH2:46]1[CH2:50]O[CH2:48][CH2:47]1. The catalyst is O. The product is [OH:34][C:30]1[CH:29]=[C:28]([CH2:27][CH2:26][CH2:25][NH:24][C:20]2[N:21]=[C:22]([CH3:23])[C:17]([C:15]([NH:14][C@@H:4]([CH2:5][NH:6][C:7]([C:47]3[CH:46]=[CH:50][S:40][CH:48]=3)=[O:8])[C:3]([OH:2])=[O:36])=[O:16])=[C:18]([CH3:35])[N:19]=2)[CH:33]=[CH:32][CH:31]=1. The yield is 0.600.